The task is: Regression. Given two drug SMILES strings and cell line genomic features, predict the synergy score measuring deviation from expected non-interaction effect.. This data is from Merck oncology drug combination screen with 23,052 pairs across 39 cell lines. (1) Drug 1: Cc1nc(Nc2ncc(C(=O)Nc3c(C)cccc3Cl)s2)cc(N2CCN(CCO)CC2)n1. Drug 2: CNC(=O)c1cc(Oc2ccc(NC(=O)Nc3ccc(Cl)c(C(F)(F)F)c3)cc2)ccn1. Cell line: RKO. Synergy scores: synergy=18.2. (2) Drug 1: COc1cccc2c1C(=O)c1c(O)c3c(c(O)c1C2=O)CC(O)(C(=O)CO)CC3OC1CC(N)C(O)C(C)O1. Drug 2: CS(=O)(=O)CCNCc1ccc(-c2ccc3ncnc(Nc4ccc(OCc5cccc(F)c5)c(Cl)c4)c3c2)o1. Cell line: SKMEL30. Synergy scores: synergy=2.57. (3) Drug 1: COC12C(COC(N)=O)C3=C(C(=O)C(C)=C(N)C3=O)N1CC1NC12. Drug 2: C#Cc1cccc(Nc2ncnc3cc(OCCOC)c(OCCOC)cc23)c1. Cell line: HT29. Synergy scores: synergy=-44.0. (4) Drug 1: O=S1(=O)NC2(CN1CC(F)(F)F)C1CCC2Cc2cc(C=CCN3CCC(C(F)(F)F)CC3)ccc2C1. Drug 2: CCC1(O)CC2CN(CCc3c([nH]c4ccccc34)C(C(=O)OC)(c3cc4c(cc3OC)N(C)C3C(O)(C(=O)OC)C(OC(C)=O)C5(CC)C=CCN6CCC43C65)C2)C1. Cell line: A2058. Synergy scores: synergy=74.6.